This data is from Forward reaction prediction with 1.9M reactions from USPTO patents (1976-2016). The task is: Predict the product of the given reaction. (1) Given the reactants N[C@H](C1C(C2C=CC(Cl)=C3C=2N(C)N=C3NC(=O)OC)=CC=C(C#CC(O)(C)C)N=1)CC1C=C(F)C=C(F)C=1.[Si]([O:47][C:48]([CH3:90])([CH3:89])[C:49]#[C:50][C:51]1[N:56]=[C:55]([C@@H:57]([NH:67]C(=O)OC(C)(C)C)[CH2:58][C:59]2[CH:64]=[C:63]([F:65])[CH:62]=[C:61]([F:66])[CH:60]=2)[C:54]([C:75]2[CH:76]=[CH:77][C:78]([Cl:88])=[C:79]3[C:83]=2[N:82]([CH3:84])[N:81]=[C:80]3[NH:85][CH2:86][CH3:87])=[CH:53][CH:52]=1)(C(C)(C)C)(C)C, predict the reaction product. The product is: [NH2:67][C@H:57]([C:55]1[N:56]=[C:51]([C:50]#[C:49][C:48]([CH3:89])([OH:47])[CH3:90])[CH:52]=[CH:53][C:54]=1[C:75]1[CH:76]=[CH:77][C:78]([Cl:88])=[C:79]2[C:83]=1[N:82]([CH3:84])[N:81]=[C:80]2[NH:85][CH2:86][CH3:87])[CH2:58][C:59]1[CH:60]=[C:61]([F:66])[CH:62]=[C:63]([F:65])[CH:64]=1. (2) Given the reactants Br[CH2:2][C:3]1[CH:11]=[C:10]([O:12][CH3:13])[C:9]([N+:14]([O-:16])=[O:15])=[CH:8][C:4]=1[C:5]([O-])=[O:6].C[CH2:18][N:19](CC)CC.CN.CCO.Cl, predict the reaction product. The product is: [CH3:13][O:12][C:10]1[CH:11]=[C:3]2[C:4](=[CH:8][C:9]=1[N+:14]([O-:16])=[O:15])[C:5](=[O:6])[N:19]([CH3:18])[CH2:2]2. (3) Given the reactants [C:1]([C:3]1[CH:4]=[CH:5][C:6]([N:10]2[C@@H:14]([CH:15]3[CH2:19][CH2:18][CH2:17][CH2:16]3)[CH2:13][C:12]([C:20]3[CH:28]=[CH:27][C:23]([C:24](O)=[O:25])=[C:22]([O:29][CH3:30])[N:21]=3)=[N:11]2)=[N:7][C:8]=1[CH3:9])#[N:2].[CH3:31][S:32]([NH2:35])(=[O:34])=[O:33], predict the reaction product. The product is: [C:1]([C:3]1[CH:4]=[CH:5][C:6]([N:10]2[C@@H:14]([CH:15]3[CH2:19][CH2:18][CH2:17][CH2:16]3)[CH2:13][C:12]([C:20]3[CH:28]=[CH:27][C:23]([C:24]([NH:35][S:32]([CH3:31])(=[O:34])=[O:33])=[O:25])=[C:22]([O:29][CH3:30])[N:21]=3)=[N:11]2)=[N:7][C:8]=1[CH3:9])#[N:2]. (4) Given the reactants COC1C=C(OC)C=CC=1[CH2:11][N:12]([CH2:14][C:15]1[C:19]([F:20])=[C:18]([C:21]2[C:22]([F:27])=[N:23][CH:24]=[CH:25][CH:26]=2)[N:17]([S:28]([C:31]2[CH:36]=[CH:35][CH:34]=[CH:33][CH:32]=2)(=[O:30])=[O:29])[CH:16]=1)C.C(Cl)(=O)OC(Cl)C.C(N(CC)CC)C.O, predict the reaction product. The product is: [F:20][C:19]1[C:15]([CH2:14][NH:12][CH3:11])=[CH:16][N:17]([S:28]([C:31]2[CH:36]=[CH:35][CH:34]=[CH:33][CH:32]=2)(=[O:30])=[O:29])[C:18]=1[C:21]1[C:22]([F:27])=[N:23][CH:24]=[CH:25][CH:26]=1. (5) Given the reactants [F:1][C:2]1([F:17])[O:7][C:6]2[CH:8]=[C:9]([F:15])[C:10]([N+:12]([O-:14])=[O:13])=[CH:11][C:5]=2[NH:4][C:3]1=[O:16].C(=O)([O-])[O-].[K+].[K+].Br[CH2:25][C:26]#[CH:27], predict the reaction product. The product is: [F:17][C:2]1([F:1])[O:7][C:6]2[CH:8]=[C:9]([F:15])[C:10]([N+:12]([O-:14])=[O:13])=[CH:11][C:5]=2[N:4]([CH2:27][C:26]#[CH:25])[C:3]1=[O:16].